From a dataset of Full USPTO retrosynthesis dataset with 1.9M reactions from patents (1976-2016). Predict the reactants needed to synthesize the given product. The reactants are: [OH:1][C:2]1[CH:11]=[CH:10][C:9]2[C:4](=[CH:5][C:6]([O:12][CH3:13])=[CH:7][CH:8]=2)[C:3]=1[CH:14]=O.[C:16](#[N:19])[CH:17]=[CH2:18].N12CCN(CC1)CC2. Given the product [CH3:13][O:12][C:6]1[CH:7]=[CH:8][C:9]2[CH:10]=[CH:11][C:2]3[O:1][CH2:18][C:17]([C:16]#[N:19])=[CH:14][C:3]=3[C:4]=2[CH:5]=1, predict the reactants needed to synthesize it.